From a dataset of TCR-epitope binding with 47,182 pairs between 192 epitopes and 23,139 TCRs. Binary Classification. Given a T-cell receptor sequence (or CDR3 region) and an epitope sequence, predict whether binding occurs between them. (1) The epitope is GTSGSPIIDK. The TCR CDR3 sequence is CASKGSGDSTDTQYF. Result: 1 (the TCR binds to the epitope). (2) The epitope is NLWNTFTRL. The TCR CDR3 sequence is CASSTFPGDSTDTQYF. Result: 0 (the TCR does not bind to the epitope). (3) The epitope is GMFNMLSTVLGVS. The TCR CDR3 sequence is CASRLGGGNTEAFF. Result: 0 (the TCR does not bind to the epitope). (4) The epitope is NLDSKVGGNY. The TCR CDR3 sequence is CATSDAYHSDTQYF. Result: 1 (the TCR binds to the epitope). (5) The epitope is NLSALGIFST. The TCR CDR3 sequence is CASSPLSGLNTGELFF. Result: 0 (the TCR does not bind to the epitope). (6) The epitope is RAKFKQLL. The TCR CDR3 sequence is CASGMTGLTSEQYF. Result: 1 (the TCR binds to the epitope).